This data is from Full USPTO retrosynthesis dataset with 1.9M reactions from patents (1976-2016). The task is: Predict the reactants needed to synthesize the given product. (1) Given the product [CH:1]1([NH:4][C:5]2[CH:13]=[CH:12][C:8]([C:9]([O:11][CH3:18])=[O:10])=[CH:7][C:6]=2[S:14](=[O:17])(=[O:16])[NH2:15])[CH2:2][CH2:3]1, predict the reactants needed to synthesize it. The reactants are: [CH:1]1([NH:4][C:5]2[CH:13]=[CH:12][C:8]([C:9]([OH:11])=[O:10])=[CH:7][C:6]=2[S:14](=[O:17])(=[O:16])[NH2:15])[CH2:3][CH2:2]1.[CH3:18]O. (2) Given the product [Br:14][C:3]1[C:4]([F:8])=[CH:5][CH:6]=[CH:7][C:2]=1[Cl:1], predict the reactants needed to synthesize it. The reactants are: [Cl:1][C:2]1[CH:7]=[CH:6][CH:5]=[C:4]([F:8])[CH:3]=1.C([Li])CCC.[Br:14]Br.S([O-])([O-])=O.[Na+].[Na+].[OH-].[Na+]. (3) Given the product [NH2:1][C:4]1[CH:5]=[C:6]([CH:10]=[CH:11][C:12]=1[N:13]1[CH2:14][CH2:15][N:16]([C:19]2[CH:24]=[CH:23][CH:22]=[CH:21][C:20]=2[CH3:25])[CH2:17][CH2:18]1)[C:7]([OH:9])=[O:8].[NH2:1][C:4]1[CH:5]=[CH:6][CH:10]=[CH:11][CH:12]=1, predict the reactants needed to synthesize it. The reactants are: [N+:1]([C:4]1[CH:5]=[C:6]([CH:10]=[CH:11][C:12]=1[N:13]1[CH2:18][CH2:17][N:16]([C:19]2[CH:24]=[CH:23][CH:22]=[CH:21][C:20]=2[CH3:25])[CH2:15][CH2:14]1)[C:7]([OH:9])=[O:8])([O-])=O. (4) Given the product [NH:1]1[C:9]2[C:4](=[CH:5][C:6]([NH:10][CH:11]3[CH2:16][CH2:15][CH:14]([NH:26][CH:24]([C:18]4[CH:23]=[CH:22][CH:21]=[CH:20][CH:19]=4)[CH3:25])[CH2:13][CH2:12]3)=[CH:7][CH:8]=2)[CH:3]=[N:2]1, predict the reactants needed to synthesize it. The reactants are: [NH:1]1[C:9]2[C:4](=[CH:5][C:6]([NH:10][CH:11]3[CH2:16][CH2:15][C:14](=O)[CH2:13][CH2:12]3)=[CH:7][CH:8]=2)[CH:3]=[N:2]1.[C:18]1([CH:24]([NH2:26])[CH3:25])[CH:23]=[CH:22][CH:21]=[CH:20][CH:19]=1.C(O[BH-](OC(=O)C)OC(=O)C)(=O)C.[Na+].Cl.CO. (5) Given the product [ClH:61].[F:1][C:2]1[C:7]2[CH2:8][O:9][CH:10]([C:22]3[CH:27]=[CH:26][C:25]([O:28][CH2:29][CH2:30][N:31]4[CH2:32][CH2:33][CH2:34][CH2:35][CH2:36]4)=[CH:24][CH:23]=3)[C:11]3[C:12](=[CH:13][CH:14]=[C:15]4[C:20]=3[CH:19]=[CH:18][C:17]([OH:21])=[CH:16]4)[C:6]=2[CH:5]=[C:4]([F:37])[CH:3]=1, predict the reactants needed to synthesize it. The reactants are: [F:1][C:2]1[C:7]2[CH2:8][O:9][CH:10]([C:22]3[CH:27]=[CH:26][C:25]([O:28][CH2:29][CH2:30][N:31]4[CH2:36][CH2:35][CH2:34][CH2:33][CH2:32]4)=[CH:24][CH:23]=3)[C:11]3[C:12](=[CH:13][CH:14]=[C:15]4[C:20]=3[CH:19]=[CH:18][C:17]([OH:21])=[CH:16]4)[C:6]=2[CH:5]=[C:4]([F:37])[C:3]=1[Si](C)(C)C.O.[F-].C([N+](CCCC)(CCCC)CCCC)CCC.[ClH:61].CCOCC. (6) Given the product [NH2:31][CH:1]([C:4]1[C:13]([N:14]2[CH2:18][CH2:17][C@H:16]([NH:19][C:20](=[O:23])[CH2:21][CH3:22])[CH2:15]2)=[C:12]2[C:7]([CH:8]=[CH:9][CH:10]=[N:11]2)=[C:6]([Cl:24])[CH:5]=1)[CH3:2], predict the reactants needed to synthesize it. The reactants are: [C:1]([C:4]1[C:13]([N:14]2[CH2:18][CH2:17][C@H:16]([NH:19][C:20](=[O:23])[CH2:21][CH3:22])[CH2:15]2)=[C:12]2[C:7]([CH:8]=[CH:9][CH:10]=[N:11]2)=[C:6]([Cl:24])[CH:5]=1)(=O)[CH3:2].C([O-])(=O)C.[NH4+].C([BH3-])#[N:31].[Na+].O1CCCC1. (7) Given the product [Cl:17][C:18]1[CH:23]=[CH:22][C:21]([NH:24][C:25]([NH:16][C:10]2[CH:11]=[CH:12][C:13]([O:14][CH3:15])=[C:8]([C:3]3[N:4]([CH3:7])[N:5]=[CH:6][C:2]=3[F:1])[CH:9]=2)=[O:26])=[CH:20][CH:19]=1, predict the reactants needed to synthesize it. The reactants are: [F:1][C:2]1[CH:6]=[N:5][N:4]([CH3:7])[C:3]=1[C:8]1[CH:9]=[C:10]([NH2:16])[CH:11]=[CH:12][C:13]=1[O:14][CH3:15].[Cl:17][C:18]1[CH:23]=[CH:22][C:21]([N:24]=[C:25]=[O:26])=[CH:20][CH:19]=1.